This data is from Catalyst prediction with 721,799 reactions and 888 catalyst types from USPTO. The task is: Predict which catalyst facilitates the given reaction. (1) The catalyst class is: 22. Reactant: [CH3:1][N:2]1[C:6]2[CH:7]=[N:8][C:9]3[CH:10]=[CH:11][C:12]([C:15]4[CH:16]=[N:17][C:18]5[C:23]([CH:24]=4)=[CH:22][CH:21]=[CH:20][CH:19]=5)=[N:13][C:14]=3[C:5]=2[N:4]([CH:25]2[CH2:30][CH2:29][N:28](C(OCC3C=CC=CC=3)=O)[CH2:27][CH2:26]2)[C:3]1=[O:41].I[Si](C)(C)C. Product: [CH3:1][N:2]1[C:6]2[CH:7]=[N:8][C:9]3[CH:10]=[CH:11][C:12]([C:15]4[CH:16]=[N:17][C:18]5[C:23]([CH:24]=4)=[CH:22][CH:21]=[CH:20][CH:19]=5)=[N:13][C:14]=3[C:5]=2[N:4]([CH:25]2[CH2:30][CH2:29][NH:28][CH2:27][CH2:26]2)[C:3]1=[O:41]. (2) Reactant: [NH2:1][C:2]1[C:7]([CH:8]=[O:9])=[CH:6][CH:5]=[CH:4][N:3]=1.[Br:10]Br. Product: [NH2:1][C:2]1[N:3]=[CH:4][C:5]([Br:10])=[CH:6][C:7]=1[CH:8]=[O:9]. The catalyst class is: 27. (3) Reactant: [C:1]([O:5][C:6]([N:8]1[CH2:11][CH:10]([C:12]2[N:13]=[N:14][C:15](Cl)=[CH:16][C:17]=2[N:18]2[CH2:23][CH2:22][CH:21]([C:24]([CH3:32])([CH3:31])[O:25][SiH2:26][C:27]([CH3:30])([CH3:29])[CH3:28])[CH2:20][CH2:19]2)[CH2:9]1)=[O:7])([CH3:4])([CH3:3])[CH3:2]. Product: [C:1]([O:5][C:6]([N:8]1[CH2:9][CH:10]([C:12]2[N:13]=[N:14][CH:15]=[CH:16][C:17]=2[N:18]2[CH2:23][CH2:22][CH:21]([C:24]([CH3:32])([CH3:31])[O:25][SiH2:26][C:27]([CH3:30])([CH3:29])[CH3:28])[CH2:20][CH2:19]2)[CH2:11]1)=[O:7])([CH3:4])([CH3:3])[CH3:2]. The catalyst class is: 19.